The task is: Predict the reactants needed to synthesize the given product.. This data is from Full USPTO retrosynthesis dataset with 1.9M reactions from patents (1976-2016). (1) Given the product [NH2:1][C:2]1[C:28]([C:29]([F:30])([F:31])[F:32])=[CH:27][C:5]([CH2:6][C@@H:7]([CH2:8][C:9]([N:34]2[CH2:35][CH2:36][CH:37]([N:40]3[CH2:46][CH2:45][C:44]4[CH:47]=[CH:48][CH:49]=[CH:50][C:43]=4[NH:42][C:41]3=[O:51])[CH2:38][CH2:39]2)=[O:11])[C:12]([N:14]2[CH2:15][CH2:16][CH:17]([N:20]3[CH2:25][CH2:24][N:23]([CH3:26])[CH2:22][CH2:21]3)[CH2:18][CH2:19]2)=[O:13])=[CH:4][C:3]=1[Cl:33], predict the reactants needed to synthesize it. The reactants are: [NH2:1][C:2]1[C:28]([C:29]([F:32])([F:31])[F:30])=[CH:27][C:5]([CH2:6][C@H:7]([C:12]([N:14]2[CH2:19][CH2:18][CH:17]([N:20]3[CH2:25][CH2:24][N:23]([CH3:26])[CH2:22][CH2:21]3)[CH2:16][CH2:15]2)=[O:13])[CH2:8][C:9]([OH:11])=O)=[CH:4][C:3]=1[Cl:33].[NH:34]1[CH2:39][CH2:38][CH:37]([N:40]2[CH2:46][CH2:45][C:44]3[CH:47]=[CH:48][CH:49]=[CH:50][C:43]=3[NH:42][C:41]2=[O:51])[CH2:36][CH2:35]1.CN(C(ON1N=NC2C=CC=CC1=2)=[N+](C)C)C.[B-](F)(F)(F)F.C1C=CC2N(O)N=NC=2C=1.C(N(CC)CC)C. (2) Given the product [F:1][C:2]1[CH:3]=[CH:4][C:5]([C:8]2[C:13]([CH2:14][Br:24])=[C:12]([CH:15]([CH3:17])[CH3:16])[N:11]=[C:10]([N:18]([CH3:23])[S:19]([CH3:22])(=[O:21])=[O:20])[N:9]=2)=[CH:6][CH:7]=1, predict the reactants needed to synthesize it. The reactants are: [F:1][C:2]1[CH:7]=[CH:6][C:5]([C:8]2[C:13]([CH3:14])=[C:12]([CH:15]([CH3:17])[CH3:16])[N:11]=[C:10]([N:18]([CH3:23])[S:19]([CH3:22])(=[O:21])=[O:20])[N:9]=2)=[CH:4][CH:3]=1.[Br:24]N1C(=O)CCC1=O.O. (3) Given the product [Cl:26][C:20]1[CH:21]=[N:22][CH:23]=[C:24]([Cl:25])[C:19]=1[NH:18][C:16]([C:10]1[C:9]2[CH:5]([CH2:4][C:1]([N:36]3[CH2:37][CH2:38][N:33]([C:27]4[CH:32]=[CH:31][CH:30]=[CH:29][CH:28]=4)[CH2:34][CH2:35]3)=[O:3])[CH2:6][O:7][C:8]=2[C:13]([O:14][CH3:15])=[CH:12][CH:11]=1)=[O:17], predict the reactants needed to synthesize it. The reactants are: [C:1]([CH2:4][CH:5]1[C:9]2[C:10]([C:16]([NH:18][C:19]3[C:24]([Cl:25])=[CH:23][N:22]=[CH:21][C:20]=3[Cl:26])=[O:17])=[CH:11][CH:12]=[C:13]([O:14][CH3:15])[C:8]=2[O:7][CH2:6]1)([OH:3])=O.[C:27]1([N:33]2[CH2:38][CH2:37][NH:36][CH2:35][CH2:34]2)[CH:32]=[CH:31][CH:30]=[CH:29][CH:28]=1. (4) Given the product [Cl:1][C:2]1[CH:9]=[C:6]([NH:7][CH3:8])[C:5]([NH2:10])=[CH:4][C:3]=1[CH3:13], predict the reactants needed to synthesize it. The reactants are: [Cl:1][C:2]1[C:3]([CH3:13])=[CH:4][C:5]([N+:10]([O-])=O)=[C:6]([CH:9]=1)[NH:7][CH3:8].[BH4-].[Na+].